The task is: Predict the product of the given reaction.. This data is from Forward reaction prediction with 1.9M reactions from USPTO patents (1976-2016). (1) Given the reactants [NH2:1][C:2]1[N:6]([CH3:7])[C:5]([SH:8])=[N:4][C:3]=1[C:9]([NH2:11])=[O:10].Br[C:13]1[C:21]([O:22][CH2:23][CH3:24])=[CH:20][C:16]2[O:17][CH2:18][O:19][C:15]=2[CH:14]=1, predict the reaction product. The product is: [NH2:1][C:2]1[N:6]([CH3:7])[C:5]([S:8][C:13]2[C:21]([O:22][CH2:23][CH3:24])=[CH:20][C:16]3[O:17][CH2:18][O:19][C:15]=3[CH:14]=2)=[N:4][C:3]=1[C:9]([NH2:11])=[O:10]. (2) Given the reactants Cl[C:2]([O:4][CH2:5][C:6]1[CH:11]=[CH:10][CH:9]=[CH:8][CH:7]=1)=[O:3].[CH3:12][O:13][C:14](=[O:24])[C@@H:15]([NH:17][CH2:18][CH:19]([O:22][CH3:23])[O:20][CH3:21])[CH3:16].C(=O)([O-])O.[Na+], predict the reaction product. The product is: [CH3:12][O:13][C:14](=[O:24])[C@@H:15]([N:17]([C:2]([O:4][CH2:5][C:6]1[CH:11]=[CH:10][CH:9]=[CH:8][CH:7]=1)=[O:3])[CH2:18][CH:19]([O:22][CH3:23])[O:20][CH3:21])[CH3:16]. (3) Given the reactants [F:1][C:2]1[CH:10]=[C:9]([CH3:11])[C:5]([C:6](O)=[O:7])=[CH:4][N:3]=1.C(Cl)Cl.S(Cl)(Cl)=O.[NH4+:19].[OH-], predict the reaction product. The product is: [F:1][C:2]1[CH:10]=[C:9]([CH3:11])[C:5]([C:6]([NH2:19])=[O:7])=[CH:4][N:3]=1. (4) Given the reactants [N+:1]([CH:4]=[C:5]1[NH:9][CH2:8][CH2:7][S:6]1)([O-:3])=[O:2].ClC1C=C(Cl)C=C(Cl)C=1[O:19][C:20](=O)[CH2:21][C:22](OC1C(Cl)=CC(Cl)=CC=1Cl)=[O:23], predict the reaction product. The product is: [OH:23][C:22]1[C:4]([N+:1]([O-:3])=[O:2])=[C:5]2[S:6][CH2:7][CH2:8][N:9]2[C:20](=[O:19])[CH:21]=1. (5) Given the reactants C(OC([NH:8][C@H:9]([C:11]1[CH:19]=[CH:18][C:14]([C:15]([OH:17])=[O:16])=[CH:13][CH:12]=1)[CH3:10])=O)(C)(C)C.[Cl:20][Si](C)(C)[CH3:22], predict the reaction product. The product is: [Cl-:20].[CH3:22][O:17][C:15]([C:14]1[CH:18]=[CH:19][C:11]([C@@H:9]([NH3+:8])[CH3:10])=[CH:12][CH:13]=1)=[O:16]. (6) Given the reactants Cl.[NH2:2][CH:3]([C:20]1[CH:21]=[N:22][C:23]([O:26][CH3:27])=[CH:24][CH:25]=1)[C:4]([C:6]1[CH:11]=[CH:10][C:9]([O:12][CH2:13][C:14]2[CH:19]=[CH:18][CH:17]=[CH:16][CH:15]=2)=[CH:8][CH:7]=1)=[O:5].[C:28](=S)=[S:29].O, predict the reaction product. The product is: [CH2:13]([O:12][C:9]1[CH:10]=[CH:11][C:6]([C:4]2[O:5][C:28](=[S:29])[NH:2][C:3]=2[C:20]2[CH:21]=[N:22][C:23]([O:26][CH3:27])=[CH:24][CH:25]=2)=[CH:7][CH:8]=1)[C:14]1[CH:19]=[CH:18][CH:17]=[CH:16][CH:15]=1.